From a dataset of Full USPTO retrosynthesis dataset with 1.9M reactions from patents (1976-2016). Predict the reactants needed to synthesize the given product. (1) Given the product [OH:1][C@:2]1([CH2:9][NH:10][C:11]([C:13]2[C:14]3[CH:15]=[CH:16][C:17]([N:37]4[CH2:38][CH2:39][C@@H:35]([F:34])[CH2:36]4)=[N:18][C:19]=3[CH:20]=[CH:21][C:22]=2[Cl:23])=[O:12])[CH2:7][CH2:6][CH2:5][C@@H:4]([CH3:8])[CH2:3]1, predict the reactants needed to synthesize it. The reactants are: [OH:1][C@:2]1([CH2:9][NH:10][C:11]([C:13]2[C:14]3[CH:15]=[CH:16][C:17](Cl)=[N:18][C:19]=3[CH:20]=[CH:21][C:22]=2[Cl:23])=[O:12])[CH2:7][CH2:6][CH2:5][C@@H:4]([CH3:8])[CH2:3]1.CCN(C(C)C)C(C)C.[F:34][C@@H:35]1[CH2:39][CH2:38][NH:37][CH2:36]1. (2) Given the product [Cl:1][C:2]1[CH:7]=[CH:6][C:5]([Cl:8])=[CH:4][C:3]=1[C:9]1[N:13]([CH2:16][C:17]2[CH:18]=[N:19][CH:20]=[CH:21][C:22]=2[CH3:23])[N:12]=[N:11][N:10]=1, predict the reactants needed to synthesize it. The reactants are: [Cl:1][C:2]1[CH:7]=[CH:6][C:5]([Cl:8])=[CH:4][C:3]=1[C:9]1[NH:13][N:12]=[N:11][N:10]=1.Cl.Cl[CH2:16][C:17]1[CH:18]=[N:19][CH:20]=[CH:21][C:22]=1[CH3:23].Cl.ClCC1C(C)=NC=CC=1. (3) Given the product [CH2:1]([C:3]1[C:4](=[O:30])[N:5]([CH2:21][CH2:22][C:23]2[CH:28]=[CH:27][CH:26]=[CH:25][CH:24]=2)[C:6]([C:10]2[CH:15]=[CH:14][CH:13]=[CH:12][C:11]=2[O:17][CH3:18])=[N:7][C:8]=1[CH2:9][CH3:32])[CH3:2], predict the reactants needed to synthesize it. The reactants are: [CH2:1]([C:3]1[C:4](=[O:30])[N:5]([CH2:21][CH2:22][C:23]2[CH:28]=[CH:27][CH:26]=[CH:25][C:24]=2F)[C:6]([C:10]2[CH:15]=[CH:14][CH:13]=[C:12](F)[C:11]=2[O:17][CH2:18]OC)=[N:7][C:8]=1[CH3:9])[CH3:2].[Li+].[CH3:32]C([N-]C(C)C)C.C(Br)C1C=CC=CC=1. (4) Given the product [N:12]1[CH:17]=[CH:16][CH:15]=[N:14][C:1]=1[C:2]([Cl:4])=[O:3], predict the reactants needed to synthesize it. The reactants are: [C:1](Cl)(=O)[C:2]([Cl:4])=[O:3].CN(C=O)C.[N:12]1[CH:17]=[CH:16][CH:15]=[N:14]C=1C(O)=O.